Dataset: Full USPTO retrosynthesis dataset with 1.9M reactions from patents (1976-2016). Task: Predict the reactants needed to synthesize the given product. (1) Given the product [CH:1]1([C:4]2[CH:5]=[N:6][N:7]([C:9]3[N:14]=[CH:13][C:12]([NH:15][CH:16]([CH:33]4[CH2:36][C:35]([CH3:38])([CH3:37])[CH2:34]4)[C:17]4[CH:32]=[CH:31][C:20]([C:21]([NH:23][CH2:24][CH2:25][C:26]([OH:28])=[O:27])=[O:22])=[CH:19][CH:18]=4)=[CH:11][CH:10]=3)[CH:8]=2)[CH2:2][CH2:3]1, predict the reactants needed to synthesize it. The reactants are: [CH:1]1([C:4]2[CH:5]=[N:6][N:7]([C:9]3[N:14]=[CH:13][C:12]([NH:15][CH:16]([CH:33]4[CH2:36][C:35]([CH3:38])([CH3:37])[CH2:34]4)[C:17]4[CH:32]=[CH:31][C:20]([C:21]([NH:23][CH2:24][CH2:25][C:26]([O:28]CC)=[O:27])=[O:22])=[CH:19][CH:18]=4)=[CH:11][CH:10]=3)[CH:8]=2)[CH2:3][CH2:2]1.O1CCCC1.[OH-].[Li+]. (2) The reactants are: [CH3:1][N:2]1[C:6](=[O:7])[CH2:5][CH2:4][CH:3]1[CH2:8][O:9][C:10]1[CH:11]=[C:12]2[C:17](=[CH:18][CH:19]=1)[CH:16]=[C:15]([C:20]1[C:28]3[C:23](=[CH:24][CH:25]=[C:26]([C:29]#[N:30])[CH:27]=3)[N:22](C3CCCCO3)[N:21]=1)[CH:14]=[CH:13]2.[CH2:37]([OH:39])[CH3:38]. Given the product [CH2:37]([O:39][C:29]([C:26]1[CH:27]=[C:28]2[C:23](=[CH:24][CH:25]=1)[NH:22][N:21]=[C:20]2[C:15]1[CH:14]=[CH:13][C:12]2[C:17](=[CH:18][CH:19]=[C:10]([O:9][CH2:8][CH:3]3[CH2:4][CH2:5][C:6](=[O:7])[N:2]3[CH3:1])[CH:11]=2)[CH:16]=1)=[NH:30])[CH3:38], predict the reactants needed to synthesize it. (3) Given the product [F:1][C:2]1[C:3]([C:22]([NH:24][CH2:25][C:26]2([C:32]3[CH:33]=[CH:34][CH:35]=[CH:36][CH:37]=3)[CH2:27][CH2:28][N:29]([S:39]([CH3:38])(=[O:41])=[O:40])[CH2:30][CH2:31]2)=[O:23])=[N:4][CH:5]=[CH:6][C:7]=1[S:8][C:9]1[S:13][C:12]([NH:14][C:15]2[CH:20]=[C:19]([CH3:21])[CH:18]=[CH:17][N:16]=2)=[N:11][CH:10]=1, predict the reactants needed to synthesize it. The reactants are: [F:1][C:2]1[C:3]([C:22]([NH:24][CH2:25][C:26]2([C:32]3[CH:37]=[CH:36][CH:35]=[CH:34][CH:33]=3)[CH2:31][CH2:30][NH:29][CH2:28][CH2:27]2)=[O:23])=[N:4][CH:5]=[CH:6][C:7]=1[S:8][C:9]1[S:13][C:12]([NH:14][C:15]2[CH:20]=[C:19]([CH3:21])[CH:18]=[CH:17][N:16]=2)=[N:11][CH:10]=1.[CH3:38][S:39](Cl)(=[O:41])=[O:40].C(N(C(C)C)CC)(C)C. (4) Given the product [Cl:19][C:14]1[CH:15]=[CH:16][CH:17]=[CH:18][C:13]=1[C:12]1[N:8]([C:5]2[CH:4]=[CH:3][C:2]([C:38]3[CH:37]=[CH:36][CH:35]=[C:34]([S:31]([CH3:30])(=[O:33])=[O:32])[CH:39]=3)=[CH:7][CH:6]=2)[N:9]=[C:10]([C:20]([OH:29])([C:21]([F:22])([F:24])[F:23])[C:25]([F:26])([F:27])[F:28])[CH:11]=1, predict the reactants needed to synthesize it. The reactants are: Br[C:2]1[CH:7]=[CH:6][C:5]([N:8]2[C:12]([C:13]3[CH:18]=[CH:17][CH:16]=[CH:15][C:14]=3[Cl:19])=[CH:11][C:10]([C:20]([OH:29])([C:25]([F:28])([F:27])[F:26])[C:21]([F:24])([F:23])[F:22])=[N:9]2)=[CH:4][CH:3]=1.[CH3:30][S:31]([C:34]1[CH:35]=[C:36](B(O)O)[CH:37]=[CH:38][CH:39]=1)(=[O:33])=[O:32].C([O-])([O-])=O.[K+].[K+].O. (5) Given the product [CH2:1]1[CH:9]2[N:4]([CH2:5][CH:6]=[C:7]([C:10]3[C:18]4[C:13](=[N:14][CH:15]=[CH:16][CH:17]=4)[N:12]([S:29]([C:20]4[CH:21]=[CH:22][C:23]5[C:28](=[CH:27][CH:26]=[CH:25][CH:24]=5)[CH:19]=4)(=[O:31])=[O:30])[CH:11]=3)[CH2:8]2)[CH2:3][CH2:2]1, predict the reactants needed to synthesize it. The reactants are: [CH2:1]1[CH:9]2[N:4]([CH2:5][CH:6]=[C:7]([C:10]3[C:18]4[C:13](=[N:14][CH:15]=[CH:16][CH:17]=4)[NH:12][CH:11]=3)[CH2:8]2)[CH2:3][CH2:2]1.[CH:19]1[C:28]2[C:23](=[CH:24][CH:25]=[CH:26][CH:27]=2)[CH:22]=[CH:21][C:20]=1[S:29](Cl)(=[O:31])=[O:30].C[Si]([N-][Si](C)(C)C)(C)C.[Na+].